From a dataset of Full USPTO retrosynthesis dataset with 1.9M reactions from patents (1976-2016). Predict the reactants needed to synthesize the given product. (1) Given the product [NH2:1][C:2]1[N:7]=[C:6]([N:8]2[CH2:9][CH2:10][C:11]3([CH2:15][NH:14][C@H:13]([C:16]([OH:18])=[O:17])[CH2:12]3)[CH2:21][CH2:22]2)[CH:5]=[C:4]([O:23][C@H:24]([C:29]2[CH:34]=[CH:33][C:32]([CH2:35][N:36]([CH3:38])[CH3:37])=[CH:31][C:30]=2[N:39]2[CH:43]=[CH:42][C:41]([CH3:44])=[N:40]2)[C:25]([F:28])([F:27])[F:26])[N:3]=1, predict the reactants needed to synthesize it. The reactants are: [NH2:1][C:2]1[N:7]=[C:6]([N:8]2[CH2:22][CH2:21][C:11]3([CH2:15][NH:14][C@H:13]([C:16]([O:18]CC)=[O:17])[CH2:12]3)[CH2:10][CH2:9]2)[CH:5]=[C:4]([O:23][C@H:24]([C:29]2[CH:34]=[CH:33][C:32]([CH2:35][N:36]([CH3:38])[CH3:37])=[CH:31][C:30]=2[N:39]2[CH:43]=[CH:42][C:41]([CH3:44])=[N:40]2)[C:25]([F:28])([F:27])[F:26])[N:3]=1.[Li+].[OH-]. (2) Given the product [OH:1][CH2:6][CH2:5][CH2:4][O:3][CH:2]([C:7]1[CH:8]=[N:9][C:10]([CH3:13])=[N:11][CH:12]=1)[C:18]#[N:19], predict the reactants needed to synthesize it. The reactants are: [O:1]1[CH2:6][CH2:5][CH2:4][O:3][CH:2]1[C:7]1[CH:8]=[N:9][C:10]([CH3:13])=[N:11][CH:12]=1.C[Si]([C:18]#[N:19])(C)C. (3) Given the product [CH3:1][C:2]1[CH:7]=[CH:6][C:5]([NH:8][C:9]([C:11]2[CH:15]=[CH:14][O:13][CH:12]=2)=[O:10])=[CH:4][C:3]=1[C:32]1[CH:46]=[CH:45][C:35]2[C:36]([CH:39]3[CH2:40][CH2:41][NH:42][CH2:43][CH2:44]3)=[N:37][O:38][C:34]=2[CH:33]=1, predict the reactants needed to synthesize it. The reactants are: [CH3:1][C:2]1[CH:7]=[CH:6][C:5]([NH:8][C:9]([C:11]2[CH:15]=[CH:14][O:13][CH:12]=2)=[O:10])=[CH:4][C:3]=1B1OC(C)(C)C(C)(C)O1.C(=O)([O-])[O-].[Na+].[Na+].Br[C:32]1[CH:46]=[CH:45][C:35]2[C:36]([CH:39]3[CH2:44][CH2:43][NH:42][CH2:41][CH2:40]3)=[N:37][O:38][C:34]=2[CH:33]=1. (4) The reactants are: C[O:2][C:3](=[O:27])[C:4]1[CH:9]=[CH:8][C:7]([F:10])=[C:6]([CH2:11][O:12][C:13]2[CH:18]=[CH:17][C:16]([C:19]3[CH:24]=[CH:23][C:22]([F:25])=[CH:21][C:20]=3[F:26])=[CH:15][CH:14]=2)[CH:5]=1.[OH-].[Li+]. Given the product [F:26][C:20]1[CH:21]=[C:22]([F:25])[CH:23]=[CH:24][C:19]=1[C:16]1[CH:15]=[CH:14][C:13]([O:12][CH2:11][C:6]2[CH:5]=[C:4]([CH:9]=[CH:8][C:7]=2[F:10])[C:3]([OH:27])=[O:2])=[CH:18][CH:17]=1, predict the reactants needed to synthesize it. (5) Given the product [Cl:1][C:2]1[CH:7]=[C:6]([CH2:8][OH:9])[C:5]([O:10][CH3:11])=[CH:4][C:3]=1[O:12][CH2:14][C:15]([O:17][CH2:18][CH3:19])=[O:16], predict the reactants needed to synthesize it. The reactants are: [Cl:1][C:2]1[CH:7]=[C:6]([CH2:8][OH:9])[C:5]([O:10][CH3:11])=[CH:4][C:3]=1[OH:12].Br[CH2:14][C:15]([O:17][CH2:18][CH3:19])=[O:16].C(=O)([O-])[O-].[K+].[K+]. (6) Given the product [OH:1][CH:2]([C:15]1[CH:16]=[CH:17][C:18]([C:21]2[N:22]=[C:49]([C:43]3[O:42][N:41]=[C:40]([C:34]4[CH:39]=[CH:38][CH:37]=[CH:36][CH:35]=4)[C:44]=3[C:45]([F:48])([F:46])[F:47])[O:24][N:23]=2)=[CH:19][CH:20]=1)[CH2:3][N:4]1[CH2:5][CH:6]([C:8]([OH:10])=[O:9])[CH2:7]1, predict the reactants needed to synthesize it. The reactants are: [OH:1][CH:2]([C:15]1[CH:20]=[CH:19][C:18]([C:21](=[N:23][OH:24])[NH2:22])=[CH:17][CH:16]=1)[CH2:3][N:4]1[CH2:7][CH:6]([C:8]([O:10]C(C)(C)C)=[O:9])[CH2:5]1.CCN(C(C)C)C(C)C.[C:34]1([C:40]2[C:44]([C:45]([F:48])([F:47])[F:46])=[C:43]([C:49](F)=O)[O:42][N:41]=2)[CH:39]=[CH:38][CH:37]=[CH:36][CH:35]=1.CCCC[N+](CCCC)(CCCC)CCCC.[F-]. (7) Given the product [CH3:24][O:25][CH2:26][C:27]([C:30]1[CH:31]=[CH:32][C:33]([N:36]2[CH2:13][CH2:12][C:6]3([CH2:7][CH2:8][N:9]([S:19]([CH2:18][CH:17]([CH3:23])[CH3:16])(=[O:21])=[O:20])[CH2:10][CH2:11]3)[C:4]2=[O:5])=[CH:34][CH:35]=1)([CH3:29])[CH3:28], predict the reactants needed to synthesize it. The reactants are: C(O[C:4]([C:6]1([CH2:12][CH2:13]OC)[CH2:11][CH2:10][NH:9][CH2:8][CH2:7]1)=[O:5])C.[CH3:16][CH:17]([CH3:23])[CH2:18][S:19](Cl)(=[O:21])=[O:20].[CH3:24][O:25][CH2:26][C:27]([C:30]1[CH:35]=[CH:34][C:33]([NH2:36])=[CH:32][CH:31]=1)([CH3:29])[CH3:28].